This data is from Full USPTO retrosynthesis dataset with 1.9M reactions from patents (1976-2016). The task is: Predict the reactants needed to synthesize the given product. The reactants are: [Br:1]N1C(=O)CCC1=O.[CH2:9]([O:11][C:12]1[C:13]([OH:20])=[C:14]([CH:17]=[CH:18][CH:19]=1)[CH:15]=[O:16])[CH3:10]. Given the product [Br:1][C:18]1[CH:19]=[C:12]([O:11][CH2:9][CH3:10])[C:13]([OH:20])=[C:14]([CH:17]=1)[CH:15]=[O:16], predict the reactants needed to synthesize it.